This data is from Reaction yield outcomes from USPTO patents with 853,638 reactions. The task is: Predict the reaction yield, written as a fraction of the theoretical maximum amount of product (1.0 means a 100% yield; for example, 0.34 means a 34% yield). (1) The reactants are [F:1][C:2]1[CH:9]=[CH:8][C:5]([CH:6]=O)=[CH:4][CH:3]=1.Cl.C(=O)(O)O.[NH2:15][NH:16][C:17]([NH2:19])=[NH:18].C(=O)=O.[OH-].[K+]. No catalyst specified. The product is [F:1][C:2]1[CH:9]=[CH:8][C:5](/[CH:6]=[N:15]/[NH:16][C:17](=[NH:18])[NH2:19])=[CH:4][CH:3]=1. The yield is 0.910. (2) The reactants are [CH3:1][N:2]1[C:6]([C@@:7]23[CH2:16][CH2:15][CH2:14][CH2:13][C@@H:8]2[O:9]C(=O)O3)=[CH:5][CH:4]=[N:3]1. The catalyst is C1COCC1.[C].[Pd]. The product is [CH3:1][N:2]1[C:6]([C@@H:7]2[CH2:16][CH2:15][CH2:14][CH2:13][C@@H:8]2[OH:9])=[CH:5][CH:4]=[N:3]1. The yield is 0.210.